This data is from Full USPTO retrosynthesis dataset with 1.9M reactions from patents (1976-2016). The task is: Predict the reactants needed to synthesize the given product. (1) Given the product [CH2:19]([O:5][C:4](=[O:6])[C:3]1[CH:7]=[CH:8][C:9]([N+:11]([O-:13])=[O:12])=[CH:10][C:2]=1[CH3:1])[CH3:20], predict the reactants needed to synthesize it. The reactants are: [CH3:1][C:2]1[CH:10]=[C:9]([N+:11]([O-:13])=[O:12])[CH:8]=[CH:7][C:3]=1[C:4]([OH:6])=[O:5].S(=O)(=O)(O)O.[CH3:19][CH2:20]O. (2) The reactants are: Br[C:2]1[CH:3]=[CH:4][C:5]([CH3:16])=[C:6]([S:8]([NH:11][C:12]([CH3:15])([CH3:14])[CH3:13])(=[O:10])=[O:9])[CH:7]=1.[B:17]1([B:17]2[O:21][C:20]([CH3:23])([CH3:22])[C:19]([CH3:25])([CH3:24])[O:18]2)[O:21][C:20]([CH3:23])([CH3:22])[C:19]([CH3:25])([CH3:24])[O:18]1.C([O-])(=O)C.[K+]. Given the product [C:12]([NH:11][S:8]([C:6]1[CH:7]=[C:2]([B:17]2[O:21][C:20]([CH3:23])([CH3:22])[C:19]([CH3:25])([CH3:24])[O:18]2)[CH:3]=[CH:4][C:5]=1[CH3:16])(=[O:10])=[O:9])([CH3:15])([CH3:14])[CH3:13], predict the reactants needed to synthesize it. (3) Given the product [Br:1][C:2]1[N:3]=[CH:4][C:5]([O:8][CH2:9][CH:10]([CH2:20][OH:21])[CH2:11][OH:12])=[CH:6][CH:7]=1, predict the reactants needed to synthesize it. The reactants are: [Br:1][C:2]1[CH:7]=[CH:6][C:5]([O:8][CH2:9][CH:10]([CH2:20][O:21][Si](C(C)(C)C)(C)C)[CH2:11][O:12][Si](C(C)(C)C)(C)C)=[CH:4][N:3]=1.Cl.C(=O)=O.CC(C)=O.N. (4) Given the product [C:1]([O:5][C:6]([NH:8][C@@H:9]1[CH2:11][C@H:10]1[C:12]1[S:16][CH:15]=[C:14]([C:17]([OH:19])=[O:18])[CH:13]=1)=[O:7])([CH3:4])([CH3:2])[CH3:3], predict the reactants needed to synthesize it. The reactants are: [C:1]([O:5][C:6]([NH:8][C@@H:9]1[CH2:11][C@H:10]1[C:12]1[S:16][CH:15]=[C:14]([C:17]([O:19]C)=[O:18])[CH:13]=1)=[O:7])([CH3:4])([CH3:3])[CH3:2].[OH-].[Na+].Cl. (5) Given the product [CH2:1]([N:3]1[C:12]2[C:7](=[CH:8][C:9]([N+:13]([O-:15])=[O:14])=[CH:10][CH:11]=2)[C:6](=[O:16])[N:5]([CH2:21][CH2:22][O:23][CH3:24])[C:4]1=[O:17])[CH3:2], predict the reactants needed to synthesize it. The reactants are: [CH2:1]([N:3]1[C:12]2[C:7](=[CH:8][C:9]([N+:13]([O-:15])=[O:14])=[CH:10][CH:11]=2)[C:6](=[O:16])[NH:5][C:4]1=[O:17])[CH3:2].[H-].[Na+].Br[CH2:21][CH2:22][O:23][CH3:24].O. (6) Given the product [CH3:1][O:2][C:3]([CH:4]1[N:5]([C:10]([O:12][C:13]([CH3:16])([CH3:15])[CH3:14])=[O:11])[CH2:6][CH:7]([N:18]2[CH2:22][CH2:21][CH2:20][CH2:19]2)[CH2:8]1)=[O:17], predict the reactants needed to synthesize it. The reactants are: [CH3:1][O:2][C:3](=[O:17])[C@@H:4]1[CH2:8][C:7](=O)[CH2:6][N:5]1[C:10]([O:12][C:13]([CH3:16])([CH3:15])[CH3:14])=[O:11].[NH:18]1[CH2:22][CH2:21][CH2:20][CH2:19]1.CC(OCC1C2C(=CC=CC=2)C(COC(C)=O)=C2C=1C=CC=C2)=O.C(O[BH-](OC(=O)C)OC(=O)C)(=O)C.[Na+].